This data is from Catalyst prediction with 721,799 reactions and 888 catalyst types from USPTO. The task is: Predict which catalyst facilitates the given reaction. (1) The catalyst class is: 2. Product: [C:25]([O:29][C:30]([N:32]1[CH2:33][C@H:34]([CH2:42][N:43]([CH2:44][CH:45]([CH3:46])[CH3:47])[S:48]([C:51]2[CH:56]=[CH:55][CH:54]=[CH:53][CH:52]=2)(=[O:50])=[O:49])[C@H:35]([CH2:37][N:38]([CH:39]([CH3:41])[CH3:40])[C:17](=[O:18])[C:16]2[CH:20]=[CH:21][C:22]([O:23][CH3:24])=[C:14]([O:13][CH2:12][CH2:11][CH2:10][O:9][CH3:8])[CH:15]=2)[CH2:36]1)=[O:31])([CH3:26])([CH3:27])[CH3:28]. Reactant: C(N(CC)CC)C.[CH3:8][O:9][CH2:10][CH2:11][CH2:12][O:13][C:14]1[CH:15]=[C:16]([CH:20]=[CH:21][C:22]=1[O:23][CH3:24])[C:17](Cl)=[O:18].[C:25]([O:29][C:30]([N:32]1[CH2:36][C@@H:35]([CH2:37][NH:38][CH:39]([CH3:41])[CH3:40])[C@H:34]([CH2:42][N:43]([S:48]([C:51]2[CH:56]=[CH:55][CH:54]=[CH:53][CH:52]=2)(=[O:50])=[O:49])[CH2:44][CH:45]([CH3:47])[CH3:46])[CH2:33]1)=[O:31])([CH3:28])([CH3:27])[CH3:26].C([O-])(O)=O.[Na+]. (2) Reactant: ClC(Cl)(Cl)C[O:4][C:5]([C@@H:7]1[CH2:12][CH2:11][CH2:10][N:9]([C:13](=[O:52])[C@@H:14]([NH:16][C:17](=[O:51])[C@@H:18]([NH:22][C:23](=[O:50])[C@:24]([C:41](C)(C)[O:42][SiH2]C(C)(C)C)([CH3:40])/[CH:25]=[CH:26]/[C:27]2[CH:36]=[C:35]3[C:30]([CH:31]=[CH:32][C:33]([C@H:37]([OH:39])[CH3:38])=[CH:34]3)=[CH:29][CH:28]=2)[CH:19]([CH3:21])[CH3:20])[CH3:15])[NH:8]1)=[O:6].O.[OH-].[Li+].Cl. Product: [OH:39][C@@H:37]([C:33]1[CH:34]=[C:35]2[C:30]([CH:29]=[CH:28][C:27](/[CH:26]=[CH:25]/[C@@:24]([CH2:41][OH:42])([CH3:40])[C:23]([NH:22][C@@H:18]([CH:19]([CH3:20])[CH3:21])[C:17]([NH:16][C@@H:14]([CH3:15])[C:13]([N:9]3[CH2:10][CH2:11][CH2:12][C@@H:7]([C:5]([OH:6])=[O:4])[NH:8]3)=[O:52])=[O:51])=[O:50])=[CH:36]2)=[CH:31][CH:32]=1)[CH3:38]. The catalyst class is: 30.